From a dataset of NCI-60 drug combinations with 297,098 pairs across 59 cell lines. Regression. Given two drug SMILES strings and cell line genomic features, predict the synergy score measuring deviation from expected non-interaction effect. (1) Drug 1: C1=CC(=C2C(=C1NCCNCCO)C(=O)C3=C(C=CC(=C3C2=O)O)O)NCCNCCO. Drug 2: COC1=CC(=CC(=C1O)OC)C2C3C(COC3=O)C(C4=CC5=C(C=C24)OCO5)OC6C(C(C7C(O6)COC(O7)C8=CC=CS8)O)O. Cell line: DU-145. Synergy scores: CSS=61.6, Synergy_ZIP=-5.08, Synergy_Bliss=-8.24, Synergy_Loewe=-8.81, Synergy_HSA=-4.08. (2) Drug 1: CCC1=C2CN3C(=CC4=C(C3=O)COC(=O)C4(CC)O)C2=NC5=C1C=C(C=C5)O. Drug 2: CC1C(C(CC(O1)OC2CC(CC3=C2C(=C4C(=C3O)C(=O)C5=CC=CC=C5C4=O)O)(C(=O)C)O)N)O. Cell line: HCT-15. Synergy scores: CSS=32.6, Synergy_ZIP=-5.34, Synergy_Bliss=-8.40, Synergy_Loewe=-5.89, Synergy_HSA=-2.67. (3) Drug 1: C1=C(C(=O)NC(=O)N1)F. Drug 2: C1=CC(=CC=C1CCCC(=O)O)N(CCCl)CCCl. Cell line: MDA-MB-435. Synergy scores: CSS=14.3, Synergy_ZIP=-6.41, Synergy_Bliss=-11.5, Synergy_Loewe=-19.8, Synergy_HSA=-9.79. (4) Drug 1: CC1=C(C=C(C=C1)NC(=O)C2=CC=C(C=C2)CN3CCN(CC3)C)NC4=NC=CC(=N4)C5=CN=CC=C5. Drug 2: CCC1(CC2CC(C3=C(CCN(C2)C1)C4=CC=CC=C4N3)(C5=C(C=C6C(=C5)C78CCN9C7C(C=CC9)(C(C(C8N6C)(C(=O)OC)O)OC(=O)C)CC)OC)C(=O)OC)O.OS(=O)(=O)O. Cell line: HCT116. Synergy scores: CSS=6.08, Synergy_ZIP=-1.96, Synergy_Bliss=-0.707, Synergy_Loewe=-0.261, Synergy_HSA=-0.191. (5) Drug 1: C1C(C(OC1N2C=C(C(=O)NC2=O)F)CO)O. Drug 2: C1=NC2=C(N=C(N=C2N1C3C(C(C(O3)CO)O)O)F)N. Cell line: MALME-3M. Synergy scores: CSS=20.6, Synergy_ZIP=-2.74, Synergy_Bliss=2.95, Synergy_Loewe=6.45, Synergy_HSA=6.83.